Dataset: Full USPTO retrosynthesis dataset with 1.9M reactions from patents (1976-2016). Task: Predict the reactants needed to synthesize the given product. Given the product [C:8]([NH:16][C:17]([C:23]([O:25][CH2:26][CH3:27])=[O:24])([C:18]([O:20][CH2:21][CH3:22])=[O:19])[CH2:29][CH2:30][CH2:31][CH2:32][CH2:33][CH2:34][O:35][C:36]([CH3:42])([CH3:41])[C:37]([O:39][CH2:40][CH3:2])=[O:38])(=[O:15])[C:9]1[CH:10]=[CH:11][CH:12]=[CH:13][CH:14]=1, predict the reactants needed to synthesize it. The reactants are: [O-][CH2:2]C.[Na+].C(O)C.[C:8]([NH:16][CH:17]([C:23]([O:25][CH2:26][CH3:27])=[O:24])[C:18]([O:20][CH2:21][CH3:22])=[O:19])(=[O:15])[C:9]1[CH:14]=[CH:13][CH:12]=[CH:11][CH:10]=1.Br[CH2:29][CH2:30][CH2:31][CH2:32][CH2:33][CH2:34][O:35][C:36]([CH3:42])([CH3:41])[C:37]([O:39][CH3:40])=[O:38].